Dataset: Catalyst prediction with 721,799 reactions and 888 catalyst types from USPTO. Task: Predict which catalyst facilitates the given reaction. (1) Reactant: [O:1]1[C:5]2[CH:6]=[CH:7][C:8]([O:10][C:11]3[CH:16]=[CH:15][CH:14]=[C:13](F)[N:12]=3)=[CH:9][C:4]=2[O:3][CH2:2]1.[OH:18][C:19]1[CH:24]=[CH:23][C:22]([N:25]2[CH:29]=[CH:28][N:27]=[CH:26]2)=[CH:21][CH:20]=1.C(=O)([O-])[O-].[Cs+].[Cs+]. Product: [O:1]1[C:5]2[CH:6]=[CH:7][C:8]([O:10][C:11]3[CH:16]=[CH:15][CH:14]=[C:13]([O:18][C:19]4[CH:20]=[CH:21][C:22]([N:25]5[CH:29]=[CH:28][N:27]=[CH:26]5)=[CH:23][CH:24]=4)[N:12]=3)=[CH:9][C:4]=2[O:3][CH2:2]1. The catalyst class is: 16. (2) Reactant: [Cl-].[C:2]1([PH+](C2C=CC=CC=2)C2C=CC=CC=2)C=CC=CC=1.C[C:22]([O-:25])(C)C.[K+].[Br:27][C:28]1[CH:35]=[CH:34][C:31]([CH:32]=O)=[C:30]([F:36])[CH:29]=1. Product: [CH3:2][O:25][CH:22]=[CH:32][C:31]1[CH:34]=[CH:35][C:28]([Br:27])=[CH:29][C:30]=1[F:36]. The catalyst class is: 7. (3) The catalyst class is: 3. Product: [CH2:17]([O:10][C:9]1[C:2]([Br:1])=[C:3]([CH:6]=[CH:7][C:8]=1[O:11][CH3:12])[CH:4]=[O:5])[CH:16]=[CH2:15]. Reactant: [Br:1][C:2]1[C:9]([OH:10])=[C:8]([O:11][CH3:12])[CH:7]=[CH:6][C:3]=1[CH:4]=[O:5].[H-].[Na+].[CH2:15](Br)[CH:16]=[CH2:17].O. (4) Reactant: [CH3:1][S:2]([C:5]1[CH:24]=[CH:23][C:8]([O:9][CH2:10][C:11]2[CH:16]=[CH:15][C:14]([CH:17]3[CH2:22][CH2:21][NH:20][CH2:19][CH2:18]3)=[CH:13][N:12]=2)=[CH:7][CH:6]=1)(=[O:4])=[O:3].C(=O)([O-])O.[Na+].[N:30]#[C:31]Br. Product: [CH3:1][S:2]([C:5]1[CH:6]=[CH:7][C:8]([O:9][CH2:10][C:11]2[CH:16]=[CH:15][C:14]([CH:17]3[CH2:22][CH2:21][N:20]([C:31]#[N:30])[CH2:19][CH2:18]3)=[CH:13][N:12]=2)=[CH:23][CH:24]=1)(=[O:3])=[O:4]. The catalyst class is: 46.